Dataset: Forward reaction prediction with 1.9M reactions from USPTO patents (1976-2016). Task: Predict the product of the given reaction. (1) Given the reactants N[C:2]1[CH:7]=[CH:6][C:5]([C:8]2[CH:13]=[C:12]([CH:14]([CH3:16])[CH3:15])[CH:11]=[CH:10][C:9]=2[Cl:17])=[C:4]([CH2:18][N:19]2[C@@H:23]([CH3:24])[C@@H:22]([C:25]3[CH:30]=[C:29]([C:31]([F:34])([F:33])[F:32])[CH:28]=[C:27]([C:35]([F:38])([F:37])[F:36])[CH:26]=3)[O:21][C:20]2=[O:39])[CH:3]=1.N(OC(C)(C)C)=O.C(Br)(Br)[Br:48], predict the reaction product. The product is: [F:37][C:35]([F:36])([F:38])[C:27]1[CH:26]=[C:25]([C@H:22]2[O:21][C:20](=[O:39])[N:19]([CH2:18][C:4]3[CH:3]=[C:2]([Br:48])[CH:7]=[CH:6][C:5]=3[C:8]3[CH:13]=[C:12]([CH:14]([CH3:16])[CH3:15])[CH:11]=[CH:10][C:9]=3[Cl:17])[C@H:23]2[CH3:24])[CH:30]=[C:29]([C:31]([F:34])([F:33])[F:32])[CH:28]=1. (2) Given the reactants [C:1]([O:5][C:6]([N:8]1[C@@:12]([CH3:16])([C:13]([OH:15])=[O:14])[CH2:11][O:10][C:9]1([CH3:18])[CH3:17])=[O:7])([CH3:4])([CH3:3])[CH3:2].CN(C([O:26]N1N=NC2C=CC=NC1=2)=[N+](C)C)C.F[P-](F)(F)(F)(F)F.CCN(C(C)C)C(C)C.Cl.NCC(C1C=CC(OCCCCCCCC)=C(C(F)(F)F)C=1)=O, predict the reaction product. The product is: [C:1]([O:5][C:6]([NH:8][C:12]1([C:13]([OH:15])=[O:14])[CH2:16][O:26][C:9]([CH3:18])([CH3:17])[O:10][CH2:11]1)=[O:7])([CH3:4])([CH3:3])[CH3:2]. (3) Given the reactants [CH2:1]([N:8]1[C:12](=[O:13])[CH2:11][CH2:10][C@@H:9]1[C:14]([NH:16][CH:17]([CH2:23][C:24]1[CH:29]=[CH:28][CH:27]=[CH:26][CH:25]=1)[CH:18]([OH:22])[C:19](O)=[O:20])=[O:15])[C:2]1[CH:7]=[CH:6][CH:5]=[CH:4][CH:3]=1.[CH:30]1([CH2:33][O:34][NH2:35])[CH2:32][CH2:31]1, predict the reaction product. The product is: [CH2:1]([N:8]1[C:12](=[O:13])[CH2:11][CH2:10][C@@H:9]1[C:14]([NH:16][CH:17]([CH:18]([OH:22])[C:19]([NH:35][O:34][CH2:33][CH:30]1[CH2:32][CH2:31]1)=[O:20])[CH2:23][C:24]1[CH:25]=[CH:26][CH:27]=[CH:28][CH:29]=1)=[O:15])[C:2]1[CH:7]=[CH:6][CH:5]=[CH:4][CH:3]=1. (4) Given the reactants C[O:2][C:3]([C:5]1[CH:6]=[N:7][C:8]([N:11]2[CH2:23][CH2:22][C:21]3[C:20]4[C:15](=[CH:16][CH:17]=[CH:18][CH:19]=4)[N:14]([C:24]([O:26][C:27]([CH3:30])([CH3:29])[CH3:28])=[O:25])[C:13]=3[CH2:12]2)=[N:9][CH:10]=1)=O.[H-].C([Al+]CC(C)C)C(C)C.CO.O, predict the reaction product. The product is: [OH:2][CH2:3][C:5]1[CH:6]=[N:7][C:8]([N:11]2[CH2:23][CH2:22][C:21]3[C:20]4[C:15](=[CH:16][CH:17]=[CH:18][CH:19]=4)[N:14]([C:24]([O:26][C:27]([CH3:30])([CH3:29])[CH3:28])=[O:25])[C:13]=3[CH2:12]2)=[N:9][CH:10]=1. (5) Given the reactants [NH2:1][C:2]1[CH:7]=[CH:6][C:5]([CH:8]([C:15]#[C:16][CH3:17])[CH2:9][C:10]([O:12][CH2:13][CH3:14])=[O:11])=[CH:4][CH:3]=1.C(N1CCOCC1)C.C1C=C2N=NN(O)C2=CC=1.O.CCN=C=NCCCN(C)C.[Br:48][C:49]1[CH:50]=[CH:51][C:52]([CH3:61])=[C:53]([CH:60]=1)[O:54][CH:55]([CH3:59])[C:56](O)=[O:57], predict the reaction product. The product is: [Br:48][C:49]1[CH:50]=[CH:51][C:52]([CH3:61])=[C:53]([CH:60]=1)[O:54][CH:55]([CH3:59])[C:56]([NH:1][C:2]1[CH:3]=[CH:4][C:5]([CH:8]([C:15]#[C:16][CH3:17])[CH2:9][C:10]([O:12][CH2:13][CH3:14])=[O:11])=[CH:6][CH:7]=1)=[O:57].